This data is from Reaction yield outcomes from USPTO patents with 853,638 reactions. The task is: Predict the reaction yield, written as a fraction of the theoretical maximum amount of product (1.0 means a 100% yield; for example, 0.34 means a 34% yield). (1) The reactants are [NH2:1][CH2:2][C:3]1[N:4]=[C:5]([NH:8][C:9]([NH:11][C:12]2[CH:17]=[CH:16][C:15]([CH3:18])=[CH:14][C:13]=2[C:19]([CH:21]2[CH2:25][CH2:24][CH2:23][CH2:22]2)=[O:20])=[O:10])[S:6][CH:7]=1.[CH3:26][O:27][C:28](=[O:35])[CH2:29][CH2:30][S:31](Cl)(=[O:33])=[O:32]. No catalyst specified. The yield is 0.910. The product is [CH3:26][O:27][C:28](=[O:35])[CH2:29][CH2:30][S:31](=[O:33])(=[O:32])[NH:1][CH2:2][C:3]1[N:4]=[C:5]([NH:8][C:9]([NH:11][C:12]2[CH:17]=[CH:16][C:15]([CH3:18])=[CH:14][C:13]=2[C:19]([CH:21]2[CH2:25][CH2:24][CH2:23][CH2:22]2)=[O:20])=[O:10])[S:6][CH:7]=1. (2) The reactants are [OH:1][C:2]1[CH:7]=[CH:6][C:5]([C:8]2[C:16]3[C:11](=[CH:12][CH:13]=[C:14]([C:17]#[N:18])[CH:15]=3)[N:10]([CH:19]3[CH2:24][CH2:23][CH2:22][CH2:21][O:20]3)[N:9]=2)=[CH:4][CH:3]=1.C(=O)([O-])[O-].[K+].[K+].CN(C)C=O.Br[CH2:37][CH:38]([CH3:40])[CH3:39]. The catalyst is CCOC(C)=O. The product is [CH3:37][CH:38]([CH3:40])[CH2:39][O:1][C:2]1[CH:7]=[CH:6][C:5]([C:8]2[C:16]3[C:11](=[CH:12][CH:13]=[C:14]([C:17]#[N:18])[CH:15]=3)[N:10]([CH:19]3[CH2:24][CH2:23][CH2:22][CH2:21][O:20]3)[N:9]=2)=[CH:4][CH:3]=1. The yield is 0.736. (3) The reactants are [CH2:1]([O:8][C:9](=[O:21])[C:10]([OH:20])([CH2:15][CH:16]=[C:17]([CH3:19])[CH3:18])[CH2:11][C:12]([OH:14])=[O:13])[C:2]1[CH:7]=[CH:6][CH:5]=[CH:4][CH:3]=1.[CH:22]1C=CC=CC=1.[Si](C=[N+]=[N-])(C)(C)C. The catalyst is CO. The product is [OH:20][C@:10]([CH2:15][CH:16]=[C:17]([CH3:18])[CH3:19])([CH2:11][C:12]([O:14][CH3:22])=[O:13])[C:9]([O:8][CH2:1][C:2]1[CH:3]=[CH:4][CH:5]=[CH:6][CH:7]=1)=[O:21]. The yield is 1.00.